This data is from Full USPTO retrosynthesis dataset with 1.9M reactions from patents (1976-2016). The task is: Predict the reactants needed to synthesize the given product. The reactants are: [Br:1][C:2]1[CH:3]=[C:4](B(O)O)[CH:5]=[CH:6][CH:7]=1.[C:11]([C:13]1[CH:40]=[CH:39][C:16]([CH2:17][N:18]([CH2:31][C:32]2[CH:37]=[CH:36][C:35]([OH:38])=[CH:34][CH:33]=2)[C:19]2[C:20]([CH3:30])=[C:21]([NH:25][S:26]([CH3:29])(=[O:28])=[O:27])[CH:22]=[CH:23][CH:24]=2)=[CH:15][CH:14]=1)#[N:12].N1C=CC=CC=1.O. Given the product [Br:1][C:2]1[CH:3]=[C:4]([CH:5]=[CH:6][CH:7]=1)[O:38][C:35]1[CH:36]=[CH:37][C:32]([CH2:31][N:18]([CH2:17][C:16]2[CH:15]=[CH:14][C:13]([C:11]#[N:12])=[CH:40][CH:39]=2)[C:19]2[C:20]([CH3:30])=[C:21]([NH:25][S:26]([CH3:29])(=[O:28])=[O:27])[CH:22]=[CH:23][CH:24]=2)=[CH:33][CH:34]=1, predict the reactants needed to synthesize it.